Dataset: Experimentally validated miRNA-target interactions with 360,000+ pairs, plus equal number of negative samples. Task: Binary Classification. Given a miRNA mature sequence and a target amino acid sequence, predict their likelihood of interaction. (1) The miRNA is hsa-miR-500a-3p with sequence AUGCACCUGGGCAAGGAUUCUG. Result: 0 (no interaction). The protein sequence of the target gene is MEEVPHDCPGADSAQAGRGASCQGCPNQRLCASGAGATPDTAIEEIKEKMKTVKHKILVLSGKGGVGKSTFSAHLAHGLAEDENTQIALLDIDICGPSIPKIMGLEGEQVHQSGSGWSPVYVEDNLGVMSVGFLLSSPDDAVIWRGPKKNGMIKQFLRDVDWGEVDYLIVDTPPGTSDEHLSVVRYLATAHIDGAVIITTPQEVSLQDVRKEINFCRKVKLPIIGVVENMSGFICPKCKKESQIFPPTTGGAELMCQDLEVPLLGRVPLDPLIGKNCDKGQSFFIDAPDSPATLAYRSII.... (2) The miRNA is mmu-miR-6927-3p with sequence CCUGAGCUGGCUCCCCUGCAG. Result: 0 (no interaction). The protein sequence of the target gene is MSNPSPQVPEEEASTSVCRPKSSMASTSRRQRRERRFRRYLSAGRLVRAQALLQRHPGLDVDAGQPPPLHRACARHDAPALCLLLRLGADPAHQDRHGDTALHAAARQGPDAYTDFFLPLLSRCPSAMGIKNKDGETPGQILGWGPPWDSAEEEEEDDASKEREWRQKLQGELEDEWQEVMGRFEGDASHETQEPESFSAWSDRLAREHAQKCQQQQREAEGSCRPPRAEGSSQSWRQQEEEQRLFRERARAKEEELRESRARRAQEALGDREPKPTRAGPREEHPRGAGRGSLWRFGDV.... (3) The miRNA is hsa-miR-106b-3p with sequence CCGCACUGUGGGUACUUGCUGC. The protein sequence of the target gene is MAAPWWRAALCECRRWRGFSTSAVLGRRTPPLGPMPNSDIDLSNLERLEKYRSFDRYRRRAEQEAQAPHWWRTYREYFGEKTDPKEKIDIGLPPPKVSRTQQLLERKQAIQELRANVEEERAARLRTASVPLDAVRAEWERTCGPYHKQRLAEYYGLYRDLFHGATFVPRVPLHVAYAVGEDDLMPVYCGNEVTPTEAAQAPEVTYEAEEGSLWTLLLTSLDGHLLEPDAEYLHWLLTNIPGNRVAEGQVTCPYLPPFPARGSGIHRLAFLLFKQDQPIDFSEDARPSPCYQLAQRTFRT.... Result: 0 (no interaction). (4) The miRNA is hsa-miR-627-3p with sequence UCUUUUCUUUGAGACUCACU. The protein sequence of the target gene is MFSRRSHGDVKKSTQKVLDPKKDVLTRLKHLRALLDNVDANDLKQFFETNYSQIYFIFYENFIALENSLKLKGNNKSQREELDSILFLFEKILQFLPERIFFRWHYQSIGSTLKKLLHTGNSIKIRCEGIRLFLLWLQALQTNCAEEQVLIFACLVPGFPAVMSSRGPCTLETLINPSPSVADVKIYPEEITPLLPAISGEKIAEDQTCFFLQILLKYMVIQAASLEWKNKENQDTGFKFLFTLFRKYYLPHLFPSFTKLTNIYKPVLDIPHLRPKPVYITTTRDNENIYSTKIPYMAAR.... Result: 1 (interaction). (5) The miRNA is hsa-miR-485-5p with sequence AGAGGCUGGCCGUGAUGAAUUC. The protein sequence of the target gene is MSSEKSGLPDSVPHTSPPPYNAPQPPAEPPIPPPQTAPSSHHHHHHHYHQSGTATLPRLGAGGLASAAASAQRGPSSSATLPRPPHHAPPGPAAGAPPPGCATLPRMPPDPYLQETRFEGPLPPPPPAAAAPPPPAPAPTAQAPGFVVPTHAGAVGTLPLGGYVAPGYPLQLQPCTAYVPVYPVGTPYAGGTPGGPGVTSTLPPPPQGPGLALLEPRRPPHDYMPIAVLTTICCFWPTGIIAIFKAVQVRTALARGDLVSAEIASREARNFSFISLAVGIAAMVLCTILTVVIIIAAQHH.... Result: 0 (no interaction). (6) The miRNA is mmu-miR-1981-5p with sequence GUAAAGGCUGGGCUUAGACGUGGC. Result: 1 (interaction). The protein sequence of the target gene is MPGVKLTTQAYCKMVLHGAKYPHCAVNGLLVAERQRPRKEHPPGAGSHTLFVDCIPLFHGTLALTPMLEVALTLIDSWCKDNSYVIAGYYQANERVKDASPNQVAEKVASRIAEGFGDAALIMVDNAKFTMDCAAPTIHVYEQHENRWRCRDPHHDYCEDWPEAQRISASLLDSRSYETLVDFDNHLDDIRSDWTNPEINKAVLHLC. (7) The miRNA is hsa-miR-627-3p with sequence UCUUUUCUUUGAGACUCACU. The protein sequence of the target gene is MEEVVITGMSGKLPESENLEEFWANLIGGVDMVTDDDRRWKAGLYGLPRRSGKLKDLSRFDASFFGVHPKQAHNMDPQLRLLLEVTYEAIVDAGINPASIRGTNTGVWVGVSGSEASEALSRDPETLVGYSMVGCQRAMLANRLSFFFDFKGPSITLDTACSSSLLALQRAYQAIQRGECAMAIVGGVNIRLKPNTSVQFMKLGMLSPEGTCKFFDASGNGYCRAKAVMAILLTKKSLARRVYATILNAGTNTDGCKEKGVTFPSGEAQEQLISSLYKPAGLDPETLEYVEAHGTGTKVG.... Result: 0 (no interaction). (8) The miRNA is hsa-miR-3191-3p with sequence UGGGGACGUAGCUGGCCAGACAG. The protein sequence of the target gene is MMKTEPRGPGGPLRSASPHRSAYEAGIQALKPPDAPGPDEAPKGAHHKKYGSNVHRIKSMFLQMGTTAGPSGEAGGGAGLAEAPRASERGVRLSLPRASSLNENVDHSALLKLGTSVSERVSRFDSKPAPSAQPAPPPHPPSRLQETRKLFERSAPAAAGGDKEAAARRLLRQERAGLQDRKLDVVVRFNGSTEALDKLDADAVSPTVSQLSAVFEKADSRTGLHRGPGLPRAAGVPQVNSKLVSKRSRVFQPPPPPPPAPSGDAPAEKERCPAGQQPPQHRVAPARPPPKPREVRKIKP.... Result: 1 (interaction). (9) The miRNA is hsa-miR-103a-2-5p with sequence AGCUUCUUUACAGUGCUGCCUUG. Result: 0 (no interaction). The protein sequence of the target gene is MAGLNSLEAVKRKIQALQQQADDAEDRAQGLQRELDGERERREKAEGDAAALNRRIQLLEEELDRAQEQLATALQNLEEAEKAADESERGMKVIENRAMKDEEKMEILEMQLKEAKHITDEADRKYEEVARKLVILEGELKRAEERAEVSELKCGDLEEELKNVTNNLKSLEAASEKYSEKEDKYEEEIKLLSDKLKEAETRAEFAERTVSKLEKTIDDLEEKLAQAKEENVGLHQTLDQTLNELNCI. (10) The miRNA is hsa-miR-27b-3p with sequence UUCACAGUGGCUAAGUUCUGC. The protein sequence of the target gene is MALELNQSAEYYYEENEMNYTHDYSQYEVICIKEEVRQFAKVFLPAFFTVAFVTGLAGNSVVVAIYAYYKKQRTKTDVYILNLAVADLLLLITLPFWAVNAVHGWILGKMMCKVTSALYTVNFVSGMQFLACISIDRYWAITKAPSQSGAGRPCWIICCCVWMAAILLSIPQLVFYTVNQNARCTPIFPHHLGTSLKASIQMLEIGIGFVVPFLIMGVCYASTARALIKMPNIKKSRPLRVLLAVVVVFIVTQLPYNVVKFCQAIDAIYLLITSCDMSKRMDVAIQVTESIALFHSCLNP.... Result: 0 (no interaction).